The task is: Predict which catalyst facilitates the given reaction.. This data is from Catalyst prediction with 721,799 reactions and 888 catalyst types from USPTO. (1) Reactant: C([O:8][C:9]1[CH:24]=[CH:23][C:12]([O:13][C:14]2[CH:19]=[CH:18][N:17]=[C:16]3[NH:20][CH:21]=[CH:22][C:15]=23)=[CH:11][CH:10]=1)C1C=CC=CC=1. Product: [NH:20]1[C:16]2=[N:17][CH:18]=[CH:19][C:14]([O:13][C:12]3[CH:23]=[CH:24][C:9]([OH:8])=[CH:10][CH:11]=3)=[C:15]2[CH:22]=[CH:21]1. The catalyst class is: 43. (2) Reactant: [F:1][C:2]1[C:7]([N:8]2[C:12](SC3C=CC=C(C)C=3)=[CH:11][C:10]([C:21]([O:23][CH2:24][CH3:25])=[O:22])=[N:9]2)=[CH:6][CH:5]=[CH:4][N:3]=1.Cl[C:27]1[CH:32]=[CH:31][CH:30]=[C:29]([C:33](OO)=O)[CH:28]=1.[S:37]([O-:41])([O-])(=[O:39])=S.[Na+].[Na+]. Product: [F:1][C:2]1[C:7]([N:8]2[C:12]([S:37]([C:27]3[CH:32]=[CH:31][CH:30]=[C:29]([CH3:33])[CH:28]=3)(=[O:41])=[O:39])=[CH:11][C:10]([C:21]([O:23][CH2:24][CH3:25])=[O:22])=[N:9]2)=[CH:6][CH:5]=[CH:4][N:3]=1. The catalyst class is: 13. (3) Reactant: Cl[C:2]1[N:3]=[N:4][C:5]([Cl:11])=[CH:6][C:7]=1[NH:8][CH2:9][CH3:10].[NH2:12][NH2:13]. Product: [Cl:11][C:5]1[N:4]=[N:3][C:2]([NH:12][NH2:13])=[C:7]([NH:8][CH2:9][CH3:10])[CH:6]=1. The catalyst class is: 6. (4) Product: [C:13]([O:17][C:18](=[O:19])[NH:1][C:2]1[C:11]2[C:6](=[CH:7][CH:8]=[C:9]([OH:12])[CH:10]=2)[CH:5]=[CH:4][CH:3]=1)([CH3:16])([CH3:15])[CH3:14]. The catalyst class is: 7. Reactant: [NH2:1][C:2]1[CH:3]=[CH:4][CH:5]=[C:6]2[C:11]=1[CH:10]=[C:9]([OH:12])[CH:8]=[CH:7]2.[C:13]([O:17][C:18](O[C:18]([O:17][C:13]([CH3:16])([CH3:15])[CH3:14])=[O:19])=[O:19])([CH3:16])([CH3:15])[CH3:14]. (5) Reactant: [S:1]1[CH:5]=[CH:4][CH:3]=[C:2]1B(O)O.C([O-])([O-])=O.[K+].[K+].[CH2:15]([NH:17][C:18](=[O:20])[O-:19])[CH3:16].[CH3:21][O:22][C:23]1[C:24](Br)=[CH:25][C:26]2[CH:27]([CH3:35])[CH:28]3[CH2:32][NH:31][CH2:30][CH:29]3[C:33]=2[CH:34]=1. Product: [CH2:15]([NH:17][C:18](=[O:19])[O-:20])[CH3:16].[CH3:21][O:22][C:23]1[C:24]([C:2]2[S:1][CH:5]=[CH:4][CH:3]=2)=[CH:25][C:26]2[CH:27]([CH3:35])[CH:28]3[CH2:32][NH:31][CH2:30][CH:29]3[C:33]=2[CH:34]=1. The catalyst class is: 70. (6) Reactant: Cl.[CH3:2][O:3][C:4](=[O:15])[CH:5]([CH3:14])[CH2:6][CH2:7][CH:8]1[CH2:13][CH2:12][CH2:11][CH2:10][NH:9]1.C(N(CC)CC)C.[CH3:23][O:24][C:25]1[CH:30]=[C:29]([CH3:31])[C:28]([S:32](Cl)(=[O:34])=[O:33])=[C:27]([CH3:36])[CH:26]=1.Cl. Product: [CH3:2][O:3][C:4](=[O:15])[CH:5]([CH3:14])[CH2:6][CH2:7][CH:8]1[CH2:13][CH2:12][CH2:11][CH2:10][N:9]1[S:32]([C:28]1[C:29]([CH3:31])=[CH:30][C:25]([O:24][CH3:23])=[CH:26][C:27]=1[CH3:36])(=[O:34])=[O:33]. The catalyst class is: 2.